This data is from Reaction yield outcomes from USPTO patents with 853,638 reactions. The task is: Predict the reaction yield, written as a fraction of the theoretical maximum amount of product (1.0 means a 100% yield; for example, 0.34 means a 34% yield). (1) The reactants are [C:1]([O:5][C:6]([N:8]1[C:16]2[C:11](=[CH:12][C:13]([O:17][CH2:18][CH2:19][CH2:20][CH2:21]Br)=[CH:14][CH:15]=2)[CH2:10][CH2:9]1)=[O:7])([CH3:4])([CH3:3])[CH3:2].[CH2:23]([CH2:26][NH2:27])[CH:24]=C.[CH3:28]N(C=O)C. No catalyst specified. The product is [C:1]([O:5][C:6]([N:8]1[C:16]2[C:11](=[CH:12][C:13]([O:17][CH2:18][CH2:19][CH2:20][CH2:21][N:27]([CH2:26][CH:23]=[CH2:24])[CH3:28])=[CH:14][CH:15]=2)[CH2:10][CH2:9]1)=[O:7])([CH3:4])([CH3:3])[CH3:2]. The yield is 0.850. (2) The reactants are [C:1]([O:5][C:6]([N:8]1[CH2:13][CH2:12][N:11]([C:14]2[N:19]=[CH:18][C:17]([C:20]([OH:22])=O)=[CH:16][N:15]=2)[CH2:10][CH2:9]1)=[O:7])([CH3:4])([CH3:3])[CH3:2].CCN=C=NCCCN(C)C.C1C=CC2N(O)N=NC=2C=1.C(N(CC)CC)C.[CH3:51][NH:52][O:53][CH3:54]. The catalyst is ClCCl. The product is [CH3:54][O:53][N:52]([CH3:51])[C:20]([C:17]1[CH:16]=[N:15][C:14]([N:11]2[CH2:10][CH2:9][N:8]([C:6]([O:5][C:1]([CH3:4])([CH3:2])[CH3:3])=[O:7])[CH2:13][CH2:12]2)=[N:19][CH:18]=1)=[O:22]. The yield is 0.670.